From a dataset of Catalyst prediction with 721,799 reactions and 888 catalyst types from USPTO. Predict which catalyst facilitates the given reaction. (1) Reactant: [CH:1]1([CH2:4][N:5]([CH2:24][CH2:25][CH3:26])[C:6]2[N:11]=[CH:10][N:9]=[C:8]([C:12]([NH:14][C:15]3[CH:20]=[CH:19][C:18]([CH:21]=O)=[CH:17][C:16]=3[CH3:23])=[O:13])[CH:7]=2)[CH2:3][CH2:2]1.[NH:27]1[CH2:32][CH2:31][O:30][CH2:29][CH2:28]1.C(O[BH-](OC(=O)C)OC(=O)C)(=O)C. Product: [CH:1]1([CH2:4][N:5]([CH2:24][CH2:25][CH3:26])[C:6]2[N:11]=[CH:10][N:9]=[C:8]([C:12]([NH:14][C:15]3[CH:20]=[CH:19][C:18]([CH2:21][N:27]4[CH2:32][CH2:31][O:30][CH2:29][CH2:28]4)=[CH:17][C:16]=3[CH3:23])=[O:13])[CH:7]=2)[CH2:3][CH2:2]1. The catalyst class is: 2. (2) Reactant: [CH3:1][O-:2].[Na+].Br[C:5]1[CH:10]=[C:9]([Br:11])[N:8]=[C:7]([C:12]#[N:13])[C:6]=1[OH:14].O.S(=O)(=O)(O)O. Product: [Br:11][C:9]1[N:8]=[C:7]([C:12]#[N:13])[C:6]([OH:14])=[C:5]([O:2][CH3:1])[CH:10]=1. The catalyst class is: 16. (3) Reactant: C(=O)([O-])O.[Na+].[S:6]=[C:7]1[NH:12][C:11]2[CH:13]=[CH:14][NH:15][C:10]=2[C:9](=[O:16])[N:8]1[C:17]1[CH:22]=[CH:21][C:20]([O:23][CH2:24][C:25]([F:28])([F:27])[F:26])=[CH:19][CH:18]=1.Br[CH2:30][CH2:31][CH2:32][C:33]#[N:34].[I-].[Na+]. Product: [O:16]=[C:9]1[N:8]([C:17]2[CH:18]=[CH:19][C:20]([O:23][CH2:24][C:25]([F:28])([F:27])[F:26])=[CH:21][CH:22]=2)[C:7]([S:6][CH2:30][CH2:31][CH2:32][C:33]#[N:34])=[N:12][C:11]2[CH:13]=[CH:14][NH:15][C:10]1=2. The catalyst class is: 9. (4) Reactant: [Cl:1][C:2]1[CH:9]=[CH:8][C:5](C=O)=[C:4]([C:10]([F:13])([F:12])[F:11])[CH:3]=1.C(O[CH:17]([O:21][CH2:22]C)[O:18][CH2:19]C)C.CO[Na]. Product: [Cl:1][C:2]1[CH:9]=[CH:8][C:5]([CH:17]([O:18][CH3:19])[O:21][CH3:22])=[C:4]([C:10]([F:11])([F:12])[F:13])[CH:3]=1. The catalyst class is: 5. (5) Reactant: Br[C:2]1[CH:3]=[CH:4][C:5]([Cl:10])=[C:6]([O:8][CH3:9])[CH:7]=1.C([Li])CCC.CN([CH:19]=[O:20])C.C(=O)(O)[O-].[Na+]. Product: [Cl:10][C:5]1[CH:4]=[CH:3][C:2]([CH:19]=[O:20])=[CH:7][C:6]=1[O:8][CH3:9]. The catalyst class is: 1. (6) Reactant: [C:1]([O:5][C:6]([N:8]1[CH2:11][CH:10]([C:12](=[O:17])NCOC)[CH2:9]1)=[O:7])([CH3:4])([CH3:3])[CH3:2].[CH:18]([Mg]Cl)([CH3:20])[CH3:19]. Product: [C:1]([O:5][C:6]([N:8]1[CH2:9][CH:10]([C:12](=[O:17])[CH:18]([CH3:20])[CH3:19])[CH2:11]1)=[O:7])([CH3:2])([CH3:3])[CH3:4]. The catalyst class is: 7.